Dataset: Catalyst prediction with 721,799 reactions and 888 catalyst types from USPTO. Task: Predict which catalyst facilitates the given reaction. Reactant: [Ca].[C:2]([O:6][C:7]([NH:9][CH:10]1[CH2:14][CH2:13][NH:12][CH2:11]1)=[O:8])([CH3:5])([CH3:4])[CH3:3].F[C:16]1[CH:21]=[CH:20][C:19]([S:22]([N:25]([CH3:27])[CH3:26])(=[O:24])=[O:23])=[CH:18][CH:17]=1.C(=O)([O-])[O-].[K+].[K+]. Product: [CH3:26][N:25]([CH3:27])[S:22]([C:19]1[CH:18]=[CH:17][C:16]([N:12]2[CH2:13][CH2:14][C@H:10]([NH:9][C:7](=[O:8])[O:6][C:2]([CH3:5])([CH3:3])[CH3:4])[CH2:11]2)=[CH:21][CH:20]=1)(=[O:23])=[O:24]. The catalyst class is: 829.